Task: Predict the reaction yield, written as a fraction of the theoretical maximum amount of product (1.0 means a 100% yield; for example, 0.34 means a 34% yield).. Dataset: Reaction yield outcomes from USPTO patents with 853,638 reactions (1) The catalyst is C1COCC1.CO.O. The reactants are [C:1]([O:5][C:6]([NH:8][C:9]1[N:10]=[CH:11][C:12]([CH2:15][NH:16][C:17]2[CH:18]=[C:19]([CH:24]=[CH:25][C:26]=2[CH3:27])[C:20]([O:22]C)=[O:21])=[N:13][CH:14]=1)=[O:7])([CH3:4])([CH3:3])[CH3:2].O[Li].O. The yield is 0.790. The product is [C:1]([O:5][C:6]([NH:8][C:9]1[N:10]=[CH:11][C:12]([CH2:15][NH:16][C:17]2[CH:18]=[C:19]([CH:24]=[CH:25][C:26]=2[CH3:27])[C:20]([OH:22])=[O:21])=[N:13][CH:14]=1)=[O:7])([CH3:4])([CH3:3])[CH3:2]. (2) The reactants are C(NC(C)C)(C)C.C([Li])CCC.Cl[CH2:14][CH2:15][C:16]1([C:26]([O:28][CH3:29])=[O:27])[CH2:21][CH2:20][CH:19]([C:22]([O:24][CH3:25])=[O:23])[CH2:18][CH2:17]1.CN(C)P(N(C)C)(N(C)C)=O.C(NC(C)C)(C)C.[Li].[Cl-].[NH4+]. The catalyst is C1COCC1. The product is [C:16]12([C:26]([O:28][CH3:29])=[O:27])[CH2:21][CH2:20][C:19]([C:22]([O:24][CH3:25])=[O:23])([CH2:18][CH2:17]1)[CH2:14][CH2:15]2. The yield is 0.500. (3) The reactants are CN(C=O)C.[Cl:6][C:7]1[N:12]=[CH:11][N:10]=[C:9]([C:13]([OH:15])=O)[CH:8]=1.C(Cl)(C([Cl:20])=O)=O. The catalyst is C(Cl)Cl. The product is [Cl:6][C:7]1[N:12]=[CH:11][N:10]=[C:9]([C:13]([Cl:20])=[O:15])[CH:8]=1. The yield is 0.977. (4) The yield is 0.230. The reactants are [Cl:1][C:2]1[CH:10]=[C:9]2[C:5]([C:6]([C:11]([OH:13])=O)=[CH:7][NH:8]2)=[CH:4][CH:3]=1.ClC(N(C)C)=C(C)C.[CH3:22][N:23]1[C:31]2([CH2:36][CH2:35][NH:34][CH2:33][CH2:32]2)[C:30]2[C:25](=[CH:26][CH:27]=[CH:28][CH:29]=2)[CH2:24]1.C(N(CC)CC)C. The product is [Cl:1][C:2]1[CH:10]=[C:9]2[C:5]([C:6]([C:11]([N:34]3[CH2:35][CH2:36][C:31]4([C:30]5[C:25](=[CH:26][CH:27]=[CH:28][CH:29]=5)[CH2:24][N:23]4[CH3:22])[CH2:32][CH2:33]3)=[O:13])=[CH:7][NH:8]2)=[CH:4][CH:3]=1. The catalyst is ClCCl.CN(C)C=O. (5) The reactants are C[O:2][C:3]1[CH:8]=[CH:7][C:6]([C:9]2[CH:18]=[C:17]3[C:12]([CH:13]=[CH:14][CH:15]=[N:16]3)=[CH:11][N:10]=2)=[CH:5][CH:4]=1.C1(S)C=CC=CC=1.C(=O)([O-])[O-].[K+].[K+]. The yield is 0.710. The product is [N:16]1[C:17]2[C:12](=[CH:11][N:10]=[C:9]([C:6]3[CH:7]=[CH:8][C:3]([OH:2])=[CH:4][CH:5]=3)[CH:18]=2)[CH:13]=[CH:14][CH:15]=1. The catalyst is CN1CCCC1=O. (6) The reactants are [OH:1][C:2]1([C:13]2[S:14][C:15]([C:18]3[CH:23]=[C:22]([NH:24][C:25]4[N:30]=[C:29]([C:31]([F:34])([F:33])[F:32])[CH:28]=[CH:27][N:26]=4)[CH:21]=[C:20]([CH3:35])[CH:19]=3)=[CH:16][N:17]=2)[CH2:7][CH2:6][CH:5]([C:8]([O:10][CH2:11][CH3:12])=[O:9])[CH2:4][CH2:3]1.[C:36]([O:40][C:41](O[C:41]([O:40][C:36]([CH3:39])([CH3:38])[CH3:37])=[O:42])=[O:42])([CH3:39])([CH3:38])[CH3:37].C(N(CC)CC)C. The catalyst is C1COCC1.CN(C)C1C=CN=CC=1.ClCCl. The product is [C:36]([O:40][C:41]([N:24]([C:25]1[N:30]=[C:29]([C:31]([F:33])([F:34])[F:32])[CH:28]=[CH:27][N:26]=1)[C:22]1[CH:23]=[C:18]([C:15]2[S:14][C:13]([C:2]3([OH:1])[CH2:3][CH2:4][CH:5]([C:8]([O:10][CH2:11][CH3:12])=[O:9])[CH2:6][CH2:7]3)=[N:17][CH:16]=2)[CH:19]=[C:20]([CH3:35])[CH:21]=1)=[O:42])([CH3:39])([CH3:38])[CH3:37]. The yield is 0.850. (7) The reactants are [NH2:1][C:2]1[CH:9]=[CH:8][C:7]([CH:10]2[CH2:12][CH2:11]2)=[CH:6][C:3]=1[C:4]#[N:5].F[C:14]1[CH:19]=[C:18]([F:20])[CH:17]=[CH:16][C:15]=1[N+:21]([O-:23])=[O:22].O.[OH-].[Li+].C(OCC)(=O)C. The catalyst is CS(C)=O. The product is [CH:10]1([C:7]2[CH:8]=[CH:9][C:2]([NH:1][C:14]3[CH:19]=[C:18]([F:20])[CH:17]=[CH:16][C:15]=3[N+:21]([O-:23])=[O:22])=[C:3]([CH:6]=2)[C:4]#[N:5])[CH2:11][CH2:12]1. The yield is 0.250.